Task: Predict the reaction yield, written as a fraction of the theoretical maximum amount of product (1.0 means a 100% yield; for example, 0.34 means a 34% yield).. Dataset: Reaction yield outcomes from USPTO patents with 853,638 reactions The reactants are [CH:1]1([C:4]2[C:5]([N:24]([C:29]3[CH:30]=[CH:31][C:32]([N+:40]([O-])=O)=[C:33]([CH2:35][C:36]([O:38][CH3:39])=[O:37])[CH:34]=3)[S:25]([CH3:28])(=[O:27])=[O:26])=[CH:6][C:7]3[O:11][C:10]([C:12]4[CH:17]=[CH:16][C:15]([F:18])=[CH:14][CH:13]=4)=[C:9]([C:19](=[O:22])[NH:20][CH3:21])[C:8]=3[CH:23]=2)[CH2:3][CH2:2]1. The catalyst is C1COCC1.[Pd]. The product is [NH2:40][C:32]1[CH:31]=[CH:30][C:29]([N:24]([C:5]2[C:4]([CH:1]3[CH2:2][CH2:3]3)=[CH:23][C:8]3[C:9]([C:19](=[O:22])[NH:20][CH3:21])=[C:10]([C:12]4[CH:13]=[CH:14][C:15]([F:18])=[CH:16][CH:17]=4)[O:11][C:7]=3[CH:6]=2)[S:25]([CH3:28])(=[O:27])=[O:26])=[CH:34][C:33]=1[CH2:35][C:36]([O:38][CH3:39])=[O:37]. The yield is 0.650.